Task: Predict the reactants needed to synthesize the given product.. Dataset: Full USPTO retrosynthesis dataset with 1.9M reactions from patents (1976-2016) (1) Given the product [CH3:5][NH:7][C:18]1[C:23]([C:24]#[N:25])=[CH:22][N:21]=[C:20]([S:26][CH3:27])[N:19]=1, predict the reactants needed to synthesize it. The reactants are: CN.CO.[CH2:5]([N:7](CC)CC)C.O1CCCC1.Cl[C:18]1[C:23]([C:24]#[N:25])=[CH:22][N:21]=[C:20]([S:26][CH3:27])[N:19]=1. (2) Given the product [Cl:1][C:2]1[CH:7]=[C:6]([C:45]2[CH:50]=[CH:49][CH:48]=[C:47]([CH2:51][OH:52])[N:46]=2)[CH:5]=[CH:4][C:3]=1[C:17]1[C:28](=[O:29])[N:27]([CH2:30][C@H:31]2[O:36][CH2:35][CH2:34][N:33]([C:37]([O:39][C:40]([CH3:41])([CH3:42])[CH3:43])=[O:38])[CH2:32]2)[C:20]2[N:21]=[C:22]([S:25][CH3:26])[N:23]=[CH:24][C:19]=2[CH:18]=1, predict the reactants needed to synthesize it. The reactants are: [Cl:1][C:2]1[CH:7]=[C:6](B2OC(C)(C)C(C)(C)O2)[CH:5]=[CH:4][C:3]=1[C:17]1[C:28](=[O:29])[N:27]([CH2:30][C@H:31]2[O:36][CH2:35][CH2:34][N:33]([C:37]([O:39][C:40]([CH3:43])([CH3:42])[CH3:41])=[O:38])[CH2:32]2)[C:20]2[N:21]=[C:22]([S:25][CH3:26])[N:23]=[CH:24][C:19]=2[CH:18]=1.Br[C:45]1[CH:50]=[CH:49][CH:48]=[C:47]([CH2:51][OH:52])[N:46]=1. (3) The reactants are: [CH2:1]([O:8][C:9]1[CH:14]=[CH:13][C:12]([N:15]([CH3:27])[C:16]2[CH:21]=[CH:20][C:19]([CH:22]([CH3:26])[CH2:23][C:24]#[N:25])=[CH:18][CH:17]=2)=[CH:11][CH:10]=1)[C:2]1[CH:7]=[CH:6][CH:5]=[CH:4][CH:3]=1.[H-].[H-].[H-].[H-].[Li+].[Al+3]. Given the product [NH2:25][CH2:24][CH2:23][CH:22]([C:19]1[CH:20]=[CH:21][C:16]([N:15]([CH3:27])[C:12]2[CH:13]=[CH:14][C:9]([O:8][CH2:1][C:2]3[CH:3]=[CH:4][CH:5]=[CH:6][CH:7]=3)=[CH:10][CH:11]=2)=[CH:17][CH:18]=1)[CH3:26], predict the reactants needed to synthesize it. (4) Given the product [CH3:1][O:2][C:3]1[CH:4]=[C:5]([C:9]2([C:16]([O:18][CH3:21])=[O:17])[CH2:10][CH2:11][C:12](=[O:15])[CH2:13][CH2:14]2)[CH:6]=[CH:7][CH:8]=1, predict the reactants needed to synthesize it. The reactants are: [CH3:1][O:2][C:3]1[CH:4]=[C:5]([C:9]2([C:16]([OH:18])=[O:17])[CH2:14][CH2:13][C:12](=[O:15])[CH2:11][CH2:10]2)[CH:6]=[CH:7][CH:8]=1.IC.[C:21](=O)([O-])[O-].[K+].[K+].O. (5) Given the product [Cl:3][C:4]1[CH:5]=[CH:6][C:7]2[CH2:8][N:9]([CH3:20])[CH2:10][CH:11]([CH2:15][O:16][CH:17]([CH3:19])[CH3:18])[O:12][C:13]=2[N:14]=1, predict the reactants needed to synthesize it. The reactants are: C=O.[Cl:3][C:4]1[CH:5]=[CH:6][C:7]2[CH2:8][NH:9][CH2:10][CH:11]([CH2:15][O:16][CH:17]([CH3:19])[CH3:18])[O:12][C:13]=2[N:14]=1.[C:20](O)(=O)C.C([BH3-])#N.[Na+]. (6) Given the product [F:23][C:24]([F:34])([F:33])[C:7]1[CH:6]=[CH:5][CH:4]=[CH:3][C:2]=1[CH2:1][NH:8][C:9]([C:11]1[CH:20]=[CH:19][C:14]([C:15]([O:17][CH3:18])=[O:16])=[C:13]([OH:21])[C:12]=1[OH:22])=[O:10], predict the reactants needed to synthesize it. The reactants are: [CH2:1]([NH:8][C:9]([C:11]1[CH:20]=[CH:19][C:14]([C:15]([O:17][CH3:18])=[O:16])=[C:13]([OH:21])[C:12]=1[OH:22])=[O:10])[C:2]1[CH:7]=[CH:6][CH:5]=[CH:4][CH:3]=1.[F:23][C:24]([F:34])([F:33])C1C=CC=CC=1CN. (7) The reactants are: [CH:1]([Mg]Br)=[CH2:2].[Cl:5][C:6]1[CH:11]=[C:10]([F:12])[CH:9]=[CH:8][C:7]=1[C:13]([CH3:33])([CH3:32])[CH2:14][C:15](=[O:31])[C:16]([NH:18][C:19]1[CH:20]=[CH:21][C:22]2[C:27](=[O:28])[O:26][N:25]=[C:24]([CH3:29])[C:23]=2[CH:30]=1)=[O:17].[Cl-].[NH4+]. Given the product [Cl:5][C:6]1[CH:11]=[C:10]([F:12])[CH:9]=[CH:8][C:7]=1[C:13]([CH3:33])([CH3:32])[CH2:14][C:15]([OH:31])([CH:1]=[CH2:2])[C:16]([NH:18][C:19]1[CH:20]=[CH:21][C:22]2[C:27](=[O:28])[O:26][N:25]=[C:24]([CH3:29])[C:23]=2[CH:30]=1)=[O:17], predict the reactants needed to synthesize it.